Dataset: Forward reaction prediction with 1.9M reactions from USPTO patents (1976-2016). Task: Predict the product of the given reaction. (1) Given the reactants [Cl:1][C:2]1[CH:7]=[CH:6][C:5]([CH:8]([C:20]2[CH:25]=[CH:24][C:23]([O:26]C(C)C)=[C:22]([F:30])[CH:21]=2)[CH2:9][C:10]([C:12]2[CH:13]=[CH:14][C:15](=[O:19])[N:16]([CH3:18])[CH:17]=2)=[O:11])=[C:4]([CH3:31])[CH:3]=1.B(Cl)(Cl)Cl.O, predict the reaction product. The product is: [Cl:1][C:2]1[CH:7]=[CH:6][C:5]([CH:8]([C:20]2[CH:25]=[CH:24][C:23]([OH:26])=[C:22]([F:30])[CH:21]=2)[CH2:9][C:10]([C:12]2[CH:13]=[CH:14][C:15](=[O:19])[N:16]([CH3:18])[CH:17]=2)=[O:11])=[C:4]([CH3:31])[CH:3]=1. (2) Given the reactants [H-].[Na+].[CH3:3][C:4]([CH3:17])([CH3:16])/[C:5](/[O:9][CH2:10][C:11]([O:13][CH2:14][CH3:15])=[O:12])=[CH:6]/[C:7]#[N:8].[NH4+].[Cl-], predict the reaction product. The product is: [NH2:8][C:7]1[CH:6]=[C:5]([C:4]([CH3:16])([CH3:17])[CH3:3])[O:9][C:10]=1[C:11]([O:13][CH2:14][CH3:15])=[O:12]. (3) Given the reactants [Cl:1][C:2]1[C:3]([N:8]2[CH2:17][CH2:16][C:15]3[C:14]([NH:18][C:19]4[CH:28]=[C:27]5[C:22]([C:23]([CH3:33])([CH3:32])[CH2:24][CH2:25][N:26]5C(=O)C)=[CH:21][CH:20]=4)=[N:13][CH:12]=[N:11][C:10]=3[CH2:9]2)=[N:4][CH:5]=[CH:6][CH:7]=1.Cl.C([O-])(O)=O.[Na+], predict the reaction product. The product is: [Cl:1][C:2]1[C:3]([N:8]2[CH2:17][CH2:16][C:15]3[C:14]([NH:18][C:19]4[CH:28]=[C:27]5[C:22]([C:23]([CH3:33])([CH3:32])[CH2:24][CH2:25][NH:26]5)=[CH:21][CH:20]=4)=[N:13][CH:12]=[N:11][C:10]=3[CH2:9]2)=[N:4][CH:5]=[CH:6][CH:7]=1. (4) Given the reactants [C:1]([C:3]1[N:4]=[CH:5][C:6]([NH:9][C:10]2[CH:15]=[C:14]([O:16][CH2:17][CH:18]3[CH2:23][CH2:22][N:21](C(OC(C)(C)C)=O)[CH2:20][CH2:19]3)[C:13]([NH:31][C:32](=[O:37])[CH2:33][N:34]([CH3:36])[CH3:35])=[CH:12][N:11]=2)=[N:7][CH:8]=1)#[N:2].FC(F)(F)C(O)=O, predict the reaction product. The product is: [C:1]([C:3]1[N:4]=[CH:5][C:6]([NH:9][C:10]2[N:11]=[CH:12][C:13]([NH:31][C:32](=[O:37])[CH2:33][N:34]([CH3:35])[CH3:36])=[C:14]([O:16][CH2:17][CH:18]3[CH2:19][CH2:20][NH:21][CH2:22][CH2:23]3)[CH:15]=2)=[N:7][CH:8]=1)#[N:2]. (5) Given the reactants [Br:1][CH2:2][CH2:3][CH2:4][CH2:5][CH2:6][C:7]([O-:9])=[O:8].[CH3:10]O, predict the reaction product. The product is: [Br:1][CH2:2][CH2:3][CH2:4][CH2:5][CH2:6][C:7]([O:9][CH3:10])=[O:8]. (6) The product is: [CH:13]1([NH:12][C:10]2[C:9]3[C:4](=[CH:5][CH:6]=[C:7]([C:16]4[CH:21]=[CH:20][C:19]([F:22])=[CH:18][CH:17]=4)[CH:8]=3)[N:3]=[C:2]([C:33]3[CH:32]=[CH:31][NH:30][N:29]=3)[N:11]=2)[CH2:15][CH2:14]1. Given the reactants Cl[C:2]1[N:11]=[C:10]([NH:12][CH:13]2[CH2:15][CH2:14]2)[C:9]2[C:4](=[CH:5][CH:6]=[C:7]([C:16]3[CH:21]=[CH:20][C:19]([F:22])=[CH:18][CH:17]=3)[CH:8]=2)[N:3]=1.C(=O)([O-])[O-].[K+].[K+].[NH:29]1[CH:33]=[CH:32][C:31](B(O)O)=[N:30]1, predict the reaction product. (7) Given the reactants Cl[C:2]1[CH:3]=[CH:4][C:5]2[N:6]([C:8]([C:18]3[CH:23]=[CH:22][N:21]=[C:20]([F:24])[CH:19]=3)=[C:9]([C:11]3[CH:16]=[CH:15][CH:14]=[C:13]([CH3:17])[CH:12]=3)[N:10]=2)[N:7]=1.[H][H], predict the reaction product. The product is: [F:24][C:20]1[CH:19]=[C:18]([C:8]2[N:6]3[N:7]=[CH:2][CH:3]=[CH:4][C:5]3=[N:10][C:9]=2[C:11]2[CH:16]=[CH:15][CH:14]=[C:13]([CH3:17])[CH:12]=2)[CH:23]=[CH:22][N:21]=1.